This data is from Peptide-MHC class II binding affinity with 134,281 pairs from IEDB. The task is: Regression. Given a peptide amino acid sequence and an MHC pseudo amino acid sequence, predict their binding affinity value. This is MHC class II binding data. (1) The MHC is HLA-DPA10103-DPB10401 with pseudo-sequence HLA-DPA10103-DPB10401. The binding affinity (normalized) is 0.0995. The peptide sequence is INAGFKAALAAAAGVPPADKY. (2) The peptide sequence is MAFLRSVSRLAAAVF. The MHC is DRB3_0101 with pseudo-sequence DRB3_0101. The binding affinity (normalized) is 0.411. (3) The peptide sequence is IPIQLLPNTLVFQAK. The MHC is DRB1_1501 with pseudo-sequence DRB1_1501. The binding affinity (normalized) is 0.177. (4) The peptide sequence is IKGTAPFETHANRIV. The MHC is DRB1_0401 with pseudo-sequence DRB1_0401. The binding affinity (normalized) is 0.250. (5) The peptide sequence is TPQGLVKRFSSGLFS. The MHC is DRB1_1501 with pseudo-sequence DRB1_1501. The binding affinity (normalized) is 0.818. (6) The peptide sequence is GELFIVDKIDAAFKI. The MHC is DRB1_0404 with pseudo-sequence DRB1_0404. The binding affinity (normalized) is 0.642. (7) The peptide sequence is VPLYNRFSYIPNGAL. The MHC is HLA-DQA10501-DQB10201 with pseudo-sequence HLA-DQA10501-DQB10201. The binding affinity (normalized) is 0.167. (8) The peptide sequence is ILPIAEMSVVAMEFG. The MHC is DRB1_1602 with pseudo-sequence DRB1_1602. The binding affinity (normalized) is 0.260. (9) The peptide sequence is LMDVVYSIALHPIDE. The MHC is DRB3_0101 with pseudo-sequence DRB3_0101. The binding affinity (normalized) is 0.222. (10) The peptide sequence is AHARSYQTLSTQAAA. The binding affinity (normalized) is 0.188. The MHC is DRB1_1101 with pseudo-sequence DRB1_1101.